This data is from Catalyst prediction with 721,799 reactions and 888 catalyst types from USPTO. The task is: Predict which catalyst facilitates the given reaction. (1) Reactant: C([O:3][C:4](=[O:35])[CH2:5][CH2:6][CH2:7][CH2:8][CH2:9][CH2:10][N:11]1[C:15]2=[N:16][C:17]([C:26]3[CH:31]=[CH:30][CH:29]=[CH:28][CH:27]=3)=[C:18]([C:20]3[CH:25]=[CH:24][CH:23]=[CH:22][CH:21]=3)[N:19]=[C:14]2[CH:13]=[C:12]1[CH:32]1[CH2:34][CH2:33]1)C.[Li+].[OH-]. Product: [CH:32]1([C:12]2[N:11]([CH2:10][CH2:9][CH2:8][CH2:7][CH2:6][CH2:5][C:4]([OH:35])=[O:3])[C:15]3=[N:16][C:17]([C:26]4[CH:27]=[CH:28][CH:29]=[CH:30][CH:31]=4)=[C:18]([C:20]4[CH:25]=[CH:24][CH:23]=[CH:22][CH:21]=4)[N:19]=[C:14]3[CH:13]=2)[CH2:33][CH2:34]1. The catalyst class is: 20. (2) Reactant: Cl[C:2]([C:17]([F:20])([F:19])[F:18])=[C:3]([C:6]1[CH:11]=[C:10]([C:12]([F:15])([F:14])[F:13])[CH:9]=[C:8]([Cl:16])[CH:7]=1)[C:4]#[N:5].[N:21]1[CH:26]=[CH:25][CH:24]=[N:23][C:22]=1[NH:27][NH2:28].C(N(CC)CC)C.O. Product: [Cl:16][C:8]1[CH:7]=[C:6]([C:3]2[C:2]([C:17]([F:18])([F:19])[F:20])=[N:28][N:27]([C:22]3[N:23]=[CH:24][CH:25]=[CH:26][N:21]=3)[C:4]=2[NH2:5])[CH:11]=[C:10]([C:12]([F:14])([F:15])[F:13])[CH:9]=1. The catalyst class is: 8. (3) Reactant: [Br:1][C:2]1[CH:7]=[CH:6][C:5]([C:8]2[O:12][C:11]([CH3:13])=[N:10][CH:9]=2)=[C:4](F)[CH:3]=1.[CH3:15][O-:16].[Na+]. Product: [Br:1][C:2]1[CH:7]=[CH:6][C:5]([C:8]2[O:12][C:11]([CH3:13])=[N:10][CH:9]=2)=[C:4]([O:16][CH3:15])[CH:3]=1. The catalyst class is: 18. (4) Reactant: [C:1]([O:5][C:6]([N:8]1[CH2:12][C:11]([F:14])([F:13])[CH2:10][CH:9]1[CH2:15][OH:16])=[O:7])([CH3:4])([CH3:3])[CH3:2].O[C:18]1[CH:27]=[CH:26][C:21]([C:22]([O:24][CH3:25])=[O:23])=[CH:20][CH:19]=1.C1C=CC(P(C2C=CC=CC=2)C2C=CC=CC=2)=CC=1.CC(OC(/N=N/C(OC(C)C)=O)=O)C. Product: [C:1]([O:5][C:6]([N:8]1[CH2:12][C:11]([F:13])([F:14])[CH2:10][CH:9]1[CH2:15][O:16][C:18]1[CH:27]=[CH:26][C:21]([C:22]([O:24][CH3:25])=[O:23])=[CH:20][CH:19]=1)=[O:7])([CH3:4])([CH3:3])[CH3:2]. The catalyst class is: 1. (5) Reactant: [Li+].CC([N-]C(C)C)C.[Li]CCCC.C(NC(C)C)(C)C.[CH:21]1([N:27]2[CH2:31][CH2:30][CH2:29][C:28]2=[O:32])[CH2:26][CH2:25][CH2:24][CH2:23][CH2:22]1.Cl[CH2:34][C:35]1[C:44]2[C:39](=[CH:40][CH:41]=[CH:42][CH:43]=2)[C:38]([O:45][CH3:46])=[CH:37][CH:36]=1. Product: [CH:21]1([N:27]2[CH2:31][CH2:30][CH:29]([CH2:34][C:35]3[C:44]4[C:39](=[CH:40][CH:41]=[CH:42][CH:43]=4)[C:38]([O:45][CH3:46])=[CH:37][CH:36]=3)[C:28]2=[O:32])[CH2:22][CH2:23][CH2:24][CH2:25][CH2:26]1. The catalyst class is: 1. (6) Reactant: Cl.O1CCOCC1.C(=[N:15][C:16]([C:25]1[CH:30]=[CH:29][C:28]([Cl:31])=[C:27]([Cl:32])[CH:26]=1)([CH2:22][CH:23]=[CH2:24])[C:17]([O:19][CH2:20][CH3:21])=[O:18])C1C=CC=CC=1. Product: [NH2:15][C:16]([C:25]1[CH:30]=[CH:29][C:28]([Cl:31])=[C:27]([Cl:32])[CH:26]=1)([CH2:22][CH:23]=[CH2:24])[C:17]([O:19][CH2:20][CH3:21])=[O:18]. The catalyst class is: 6.